This data is from Reaction yield outcomes from USPTO patents with 853,638 reactions. The task is: Predict the reaction yield, written as a fraction of the theoretical maximum amount of product (1.0 means a 100% yield; for example, 0.34 means a 34% yield). The reactants are [CH2:1]([O:3][C:4]1[CH:5]=[C:6]([CH:9]=[CH:10][C:11]=1[O:12][CH2:13][CH2:14][CH2:15][CH2:16][CH2:17][CH2:18][CH2:19][CH2:20][CH2:21][CH2:22][CH2:23][OH:24])[CH:7]=O)[CH3:2].[O:25]1[C:29]2[CH:30]=[CH:31][C:32]([CH2:34][C:35]#[N:36])=[CH:33][C:28]=2[O:27][CH2:26]1. No catalyst specified. The product is [O:25]1[C:29]2[CH:30]=[CH:31][C:32](/[C:34](=[CH:7]/[C:6]3[CH:9]=[CH:10][C:11]([O:12][CH2:13][CH2:14][CH2:15][CH2:16][CH2:17][CH2:18][CH2:19][CH2:20][CH2:21][CH2:22][CH2:23][OH:24])=[C:4]([O:3][CH2:1][CH3:2])[CH:5]=3)/[C:35]#[N:36])=[CH:33][C:28]=2[O:27][CH2:26]1. The yield is 0.960.